This data is from Catalyst prediction with 721,799 reactions and 888 catalyst types from USPTO. The task is: Predict which catalyst facilitates the given reaction. (1) Reactant: [Cl:1][C:2]1[CH:7]=[CH:6][C:5]([CH:8]2[CH2:12][NH:11][CH2:10][CH:9]2[N:13]([CH3:28])[C:14](=[O:27])[C:15]2[CH:20]=[CH:19][C:18]([O:21][CH3:22])=[C:17]([C:23]([F:26])([F:25])[F:24])[CH:16]=2)=[CH:4][CH:3]=1.[F:29][C:30]1[CH:38]=[CH:37][C:33]([C:34](Cl)=[O:35])=[CH:32][CH:31]=1.C(N(CC)C(C)C)(C)C. Product: [Cl:1][C:2]1[CH:3]=[CH:4][C:5]([CH:8]2[CH2:12][N:11]([C:34](=[O:35])[C:33]3[CH:37]=[CH:38][C:30]([F:29])=[CH:31][CH:32]=3)[CH2:10][CH:9]2[N:13]([CH3:28])[C:14](=[O:27])[C:15]2[CH:20]=[CH:19][C:18]([O:21][CH3:22])=[C:17]([C:23]([F:24])([F:25])[F:26])[CH:16]=2)=[CH:6][CH:7]=1. The catalyst class is: 96. (2) Reactant: [N+:1]([C:4]1[CH:5]=[CH:6][CH:7]=[C:8]2[C:13]=1[N:12]=[CH:11][CH:10]=[C:9]2[O:14][C:15]1[CH:20]=[CH:19][C:18]([NH2:21])=[CH:17][CH:16]=1)([O-:3])=[O:2].[Cl:22][C:23]1[CH:28]=[CH:27][C:26]([N:29]=[C:30]=[O:31])=[CH:25][C:24]=1[C:32]([F:35])([F:34])[F:33]. Product: [N+:1]([C:4]1[CH:5]=[CH:6][CH:7]=[C:8]2[C:13]=1[N:12]=[CH:11][CH:10]=[C:9]2[O:14][C:15]1[CH:20]=[CH:19][C:18]([NH:21][C:30]([NH:29][C:26]2[CH:27]=[CH:28][C:23]([Cl:22])=[C:24]([C:32]([F:34])([F:33])[F:35])[CH:25]=2)=[O:31])=[CH:17][CH:16]=1)([O-:3])=[O:2]. The catalyst class is: 7. (3) Reactant: [CH3:1][C@H:2]1[C@H:10]2[C@H:5]([CH2:6][CH2:7][CH2:8][C:9]2([CH3:12])[CH3:11])[CH:4]([OH:13])[CH2:3]1.C(=O)(O)[O-].[Na+].CC(OI1(OC(C)=O)(OC(C)=O)OC(=O)C2C=CC=CC1=2)=O. Product: [CH3:1][C@H:2]1[C@H:10]2[C@@H:5]([CH2:6][CH2:7][CH2:8][C:9]2([CH3:12])[CH3:11])[C:4](=[O:13])[CH2:3]1. The catalyst class is: 4. (4) Reactant: [Cl:1][C:2]1[C:7]([Cl:8])=[C:6]([S:9](=[O:19])(=[O:18])[NH:10][C@@H:11]([CH2:16][CH3:17])[C:12]([F:15])([F:14])[F:13])[CH:5]=[CH:4][C:3]=1[C:20]1[S:24][C:23]([C:25]2[O:29][C:28]([CH2:30][C:31]([CH3:37])([CH3:36])[C:32]([O:34]C)=[O:33])=[N:27][N:26]=2)=[N:22][C:21]=1[CH2:38][C:39]([O:42][CH3:43])([CH3:41])[CH3:40].O[Li].O. Product: [Cl:1][C:2]1[C:7]([Cl:8])=[C:6]([S:9](=[O:19])(=[O:18])[NH:10][C@@H:11]([CH2:16][CH3:17])[C:12]([F:14])([F:15])[F:13])[CH:5]=[CH:4][C:3]=1[C:20]1[S:24][C:23]([C:25]2[O:29][C:28]([CH2:30][C:31]([CH3:37])([CH3:36])[C:32]([OH:34])=[O:33])=[N:27][N:26]=2)=[N:22][C:21]=1[CH2:38][C:39]([O:42][CH3:43])([CH3:41])[CH3:40]. The catalyst class is: 24. (5) Reactant: [C:1]([O:5][C:6]([NH:8][CH:9]([C:13]([CH3:16])([CH3:15])[CH3:14])[C:10]([OH:12])=O)=[O:7])([CH3:4])([CH3:3])[CH3:2].[CH3:17][O:18][C:19](=[O:28])[CH:20]([NH2:27])[CH:21]1[CH2:26][CH2:25][CH2:24][CH2:23][CH2:22]1.CN(C(ON1N=NC2C=CC=NC1=2)=[N+](C)C)C.F[P-](F)(F)(F)(F)F.C(N(C(C)C)CC)(C)C. Product: [CH3:17][O:18][C:19](=[O:28])[CH:20]([NH:27][C:10](=[O:12])[CH:9]([NH:8][C:6]([O:5][C:1]([CH3:2])([CH3:3])[CH3:4])=[O:7])[C:13]([CH3:16])([CH3:15])[CH3:14])[CH:21]1[CH2:22][CH2:23][CH2:24][CH2:25][CH2:26]1. The catalyst class is: 174. (6) Reactant: Br[C:2]1[N:3]=[C:4]([NH:10][C:11]2[CH:16]=[CH:15][N:14]3[CH:17]=[CH:18][N:19]=[C:13]3[CH:12]=2)[C:5](=[O:9])[N:6]([CH3:8])[CH:7]=1.CC1(C)C(C)(C)[O:24][B:23](B2OC(C)(C)C(C)(C)O2)[O:22]1. Product: [N:19]1[CH:18]=[CH:17][N:14]2[CH:15]=[CH:16][C:11]([NH:10][C:4]3[C:5](=[O:9])[N:6]([CH3:8])[CH:7]=[C:2]([B:23]([OH:24])[OH:22])[N:3]=3)=[CH:12][C:13]=12. The catalyst class is: 294. (7) Reactant: [CH2:1]([O:3][C:4]([CH:6]1[CH2:12][CH2:11][C:10]2[CH:13]=[CH:14][C:15]([O:17][CH3:18])=[CH:16][C:9]=2[NH:8][C:7]1=[O:19])=[O:5])[CH3:2].[CH2:20](I)[CH3:21].C([O-])([O-])=O.[Cs+].[Cs+]. Product: [CH2:1]([O:3][C:4]([CH:6]1[CH2:12][CH2:11][C:10]2[CH:13]=[CH:14][C:15]([O:17][CH3:18])=[CH:16][C:9]=2[N:8]([CH2:20][CH3:21])[C:7]1=[O:19])=[O:5])[CH3:2]. The catalyst class is: 10. (8) Reactant: C([O:3][C:4](=[O:35])[CH2:5][C:6]1[C:7]2[CH:14]=[CH:13][C:12]([O:15][CH2:16][CH:17]([C:19]3[N:20]=[C:21]([C:25]4[CH:30]=[CH:29][C:28]([C:31]([F:34])([F:33])[F:32])=[CH:27][CH:26]=4)[S:22][C:23]=3[CH3:24])[CH3:18])=[CH:11][C:8]=2[S:9][CH:10]=1)C.[OH-].[Na+].Cl. Product: [CH3:24][C:23]1[S:22][C:21]([C:25]2[CH:30]=[CH:29][C:28]([C:31]([F:34])([F:32])[F:33])=[CH:27][CH:26]=2)=[N:20][C:19]=1[CH:17]([CH3:18])[CH2:16][O:15][C:12]1[CH:13]=[CH:14][C:7]2[C:6]([CH2:5][C:4]([OH:35])=[O:3])=[CH:10][S:9][C:8]=2[CH:11]=1. The catalyst class is: 8. (9) Reactant: [CH3:1][CH:2]([OH:6])[CH:3]([OH:5])[CH3:4]. Product: [C:3]([O:5][CH:3]([CH:2]([O:6][C:2](=[O:6])[CH3:1])[CH3:1])[CH3:4])(=[O:5])[CH3:4]. The catalyst class is: 15. (10) Reactant: [CH3:1][C:2]([C:8]1[N:12]([CH3:13])[C:11]([C:14]2[CH:19]=[CH:18][CH:17]=[CH:16][CH:15]=2)=[N:10][N:9]=1)([CH3:7])[CH2:3][CH2:4][CH2:5][OH:6].CC(OI1(OC(C)=O)(OC(C)=O)OC(=O)C2C=CC=CC1=2)=O.[O-]S([O-])(=S)=O.[Na+].[Na+]. Product: [CH3:7][C:2]([C:8]1[N:12]([CH3:13])[C:11]([C:14]2[CH:19]=[CH:18][CH:17]=[CH:16][CH:15]=2)=[N:10][N:9]=1)([CH3:1])[CH2:3][CH2:4][CH:5]=[O:6]. The catalyst class is: 2.